Task: Predict which catalyst facilitates the given reaction.. Dataset: Catalyst prediction with 721,799 reactions and 888 catalyst types from USPTO (1) Reactant: [N:1]([C@H:4]1[C:12]2[C:7](=[CH:8][C:9]([Br:13])=[CH:10][CH:11]=2)[CH2:6][CH2:5]1)=[N+]=[N-].O.O.Cl[Sn]Cl. Product: [Br:13][C:9]1[CH:8]=[C:7]2[C:12](=[CH:11][CH:10]=1)[C@H:4]([NH2:1])[CH2:5][CH2:6]2. The catalyst class is: 5. (2) Reactant: Cl.[CH3:2][C:3]1[CH:8]=[CH:7][CH:6]=[C:5]([O:9][C:10]2[CH:15]=[CH:14][CH:13]=[C:12]([CH:16]=[C:17]3[CH2:22][CH2:21][NH:20][CH2:19][CH2:18]3)[CH:11]=2)[N:4]=1.[N:23]1[CH:28]=[CH:27][CH:26]=[C:25]([NH:29][C:30](=O)[O:31]C2C=CC=CC=2)[CH:24]=1.C(N(CC)CC)C. Product: [CH3:2][C:3]1[N:4]=[C:5]([O:9][C:10]2[CH:11]=[C:12]([CH:13]=[CH:14][CH:15]=2)[CH:16]=[C:17]2[CH2:22][CH2:21][N:20]([C:30]([NH:29][C:25]3[CH:24]=[N:23][CH:28]=[CH:27][CH:26]=3)=[O:31])[CH2:19][CH2:18]2)[CH:6]=[CH:7][CH:8]=1. The catalyst class is: 10. (3) Reactant: Cl.[Br:2][C:3]1[CH:4]=[C:5]([NH:9][NH2:10])[CH:6]=[CH:7][CH:8]=1.C(Cl)(Cl)(Cl)Cl.C(N(CC)CC)C.C(O[C:26](=[N:28][C:29](=O)[C:30]1[CH:35]=[CH:34][CH:33]=[CH:32][CH:31]=1)[CH3:27])C. Product: [Br:2][C:3]1[CH:4]=[C:5]([N:9]2[C:29]([C:30]3[CH:35]=[CH:34][CH:33]=[CH:32][CH:31]=3)=[N:28][C:26]([CH3:27])=[N:10]2)[CH:6]=[CH:7][CH:8]=1. The catalyst class is: 6. (4) Reactant: [CH2:1]([O:8][C:9]1[CH:14]=[C:13]([CH2:15][C:16]2[CH:21]=[CH:20][CH:19]=[C:18]([O:22][CH2:23][C:24]3[CH:29]=[CH:28][CH:27]=[CH:26][CH:25]=3)[N:17]=2)[CH:12]=[CH:11][C:10]=1[N:30]1[S:34](=[O:36])(=[O:35])[N:33](CC[Si](C)(C)C)[C:32](=[O:43])[CH2:31]1)[C:2]1[CH:7]=[CH:6][CH:5]=[CH:4][CH:3]=1.[F-].[Cs+]. Product: [CH2:1]([O:8][C:9]1[CH:14]=[C:13]([CH2:15][C:16]2[CH:21]=[CH:20][CH:19]=[C:18]([O:22][CH2:23][C:24]3[CH:29]=[CH:28][CH:27]=[CH:26][CH:25]=3)[N:17]=2)[CH:12]=[CH:11][C:10]=1[N:30]1[S:34](=[O:35])(=[O:36])[NH:33][C:32](=[O:43])[CH2:31]1)[C:2]1[CH:3]=[CH:4][CH:5]=[CH:6][CH:7]=1. The catalyst class is: 3. (5) Reactant: [CH:1]([C:4]1[CH:9]=[CH:8][C:7]([NH:10][S:11]([C:14]2[S:22][C:21]3[CH:20]=[CH:19][N:18]=[C:17]([Cl:23])[C:16]=3[CH:15]=2)(=[O:13])=[O:12])=[CH:6][CH:5]=1)([CH3:3])[CH3:2].S1C2C=CC=NC=2C=C1.CO[C@@H]1[C@@H](C(OC)=O)[C@@H]2[C@@H](C[N:40]3[C@H:45](C2)[C:44]2[NH:53][C:54]4[CH:59]=C(OC)C=CC=4C=2CC3)C[C@H]1OC(C1C=C(OC)C(OC)=C(OC)C=1)=O. Product: [ClH:23].[CH:1]([C:4]1[CH:9]=[CH:8][C:7]([NH:10][S:11]([C:14]2[S:22][C:21]3[CH:20]=[CH:19][N:18]=[C:17]([N:40]4[CH2:45][CH2:44][NH:53][CH2:54][CH2:59]4)[C:16]=3[CH:15]=2)(=[O:13])=[O:12])=[CH:6][CH:5]=1)([CH3:3])[CH3:2]. The catalyst class is: 10. (6) Reactant: [CH2:1]([O:3][C:4]1[CH:20]=[C:19]([F:21])[C:7]([CH2:8][N:9]2[C:13]3[CH2:14][CH2:15][CH2:16][C:12]=3[C:11]([C:17]#[N:18])=[N:10]2)=[C:6]([F:22])[CH:5]=1)[CH3:2].C[O-].[Na+].C(O)(=O)C.[Cl-].[NH4+:31]. Product: [CH2:1]([O:3][C:4]1[CH:5]=[C:6]([F:22])[C:7]([CH2:8][N:9]2[C:13]3[CH2:14][CH2:15][CH2:16][C:12]=3[C:11]([C:17](=[NH:31])[NH2:18])=[N:10]2)=[C:19]([F:21])[CH:20]=1)[CH3:2]. The catalyst class is: 5. (7) Reactant: Cl[C:2]1[N:3]([CH2:10][C@@:11]([CH3:31])([OH:30])[CH2:12][N:13]2[CH2:18][CH2:17][N:16]([C:19]3[CH:24]=[CH:23][C:22]([O:25][C:26]([F:29])([F:28])[F:27])=[CH:21][CH:20]=3)[CH2:15][CH2:14]2)[CH:4]=[C:5]([N+:7]([O-:9])=[O:8])[N:6]=1.[H-].[Na+]. Product: [F:27][C:26]([F:29])([F:28])[O:25][C:22]1[CH:23]=[CH:24][C:19]([N:16]2[CH2:17][CH2:18][N:13]([CH2:12][C@:11]3([CH3:31])[O:30][C:2]4=[N:6][C:5]([N+:7]([O-:9])=[O:8])=[CH:4][N:3]4[CH2:10]3)[CH2:14][CH2:15]2)=[CH:20][CH:21]=1. The catalyst class is: 1.